This data is from Full USPTO retrosynthesis dataset with 1.9M reactions from patents (1976-2016). The task is: Predict the reactants needed to synthesize the given product. (1) Given the product [CH3:24][O:23][C:17]1[CH:18]=[C:19]([O:21][CH3:22])[N:20]=[C:15]([O:11][CH2:10][CH2:9][N:7]2[CH:8]=[C:4]([N+:1]([O-:3])=[O:2])[CH:5]=[N:6]2)[N:16]=1, predict the reactants needed to synthesize it. The reactants are: [N+:1]([C:4]1[CH:5]=[N:6][N:7]([CH2:9][CH2:10][OH:11])[CH:8]=1)([O-:3])=[O:2].[H-].[Na+].Cl[C:15]1[N:20]=[C:19]([O:21][CH3:22])[CH:18]=[C:17]([O:23][CH3:24])[N:16]=1. (2) Given the product [CH:22]1([CH:1]2[C:13]3[C:14]4[N:5]([CH2:6][CH:7]([C:15]([O:17][C:18]([CH3:21])([CH3:20])[CH3:19])=[O:16])[NH:8][C:9]=4[CH:10]=[CH:11][CH:12]=3)[CH2:4][CH2:3][NH:2]2)[CH2:25][CH2:24][CH2:23]1, predict the reactants needed to synthesize it. The reactants are: [CH2:1]1[C:13]2[C:14]3[N:5]([CH2:6][CH:7]([C:15]([O:17][C:18]([CH3:21])([CH3:20])[CH3:19])=[O:16])[NH:8][C:9]=3[CH:10]=[CH:11][CH:12]=2)[CH2:4][CH2:3][NH:2]1.[C:22]1(=O)[CH2:25][CH2:24][CH2:23]1.C(O[BH-](OC(=O)C)OC(=O)C)(=O)C.[Na+]. (3) The reactants are: P(Cl)(Cl)(Cl)=O.[Br:6][C:7]1[N:11]([CH3:12])[N:10]=[CH:9][C:8]=1[C:13]1[N:14]=[CH:15][N:16]2[C:21]=1[C:20](=O)[NH:19][CH:18]=[N:17]2.C([N:26]([CH2:30][CH3:31])[CH:27](C)C)(C)C.N1CCC1. Given the product [N:26]1([C:20]2[C:21]3=[C:13]([C:8]4[CH:9]=[N:10][N:11]([CH3:12])[C:7]=4[Br:6])[N:14]=[CH:15][N:16]3[N:17]=[CH:18][N:19]=2)[CH2:27][CH2:31][CH2:30]1, predict the reactants needed to synthesize it. (4) Given the product [NH3:8].[CH2:1]([N:8]1[CH2:12][CH2:11][CH:10]([N:13]([CH2:14][CH:15]([NH:20][C:21]([NH:23][C:24]2[CH:29]=[CH:28][CH:27]=[C:26]([C:30]([F:31])([F:32])[F:33])[CH:25]=2)=[O:22])[C:16]([CH3:19])([CH3:18])[CH3:17])[CH3:35])[CH2:9]1)[C:2]1[CH:3]=[CH:4][CH:5]=[CH:6][CH:7]=1, predict the reactants needed to synthesize it. The reactants are: [CH2:1]([N:8]1[CH2:12][CH2:11][CH:10]([N:13]([CH3:35])[C:14](=O)[CH:15]([NH:20][C:21]([NH:23][C:24]2[CH:29]=[CH:28][CH:27]=[C:26]([C:30]([F:33])([F:32])[F:31])[CH:25]=2)=[O:22])[C:16]([CH3:19])([CH3:18])[CH3:17])[CH2:9]1)[C:2]1[CH:7]=[CH:6][CH:5]=[CH:4][CH:3]=1.B.C1COCC1.Cl.[OH-].[Na+]. (5) Given the product [O:11]1[CH2:16][CH2:15][N:14]([CH2:17][CH2:18][CH2:19][NH:20][CH2:9][C:3]2[CH:2]=[CH:1][C:6]([CH:7]=[O:8])=[CH:5][CH:4]=2)[CH2:13][CH2:12]1, predict the reactants needed to synthesize it. The reactants are: [CH:1]1[C:6]([CH:7]=[O:8])=[CH:5][CH:4]=[C:3]([CH:9]=O)[CH:2]=1.[O:11]1[CH2:16][CH2:15][N:14]([CH2:17][CH2:18][CH2:19][NH2:20])[CH2:13][CH2:12]1.[BH4-].[Na+].